This data is from Full USPTO retrosynthesis dataset with 1.9M reactions from patents (1976-2016). The task is: Predict the reactants needed to synthesize the given product. (1) Given the product [CH2:3]([O:10][C:11]1[CH:12]=[CH:13][C:14]([N:17]([C:41]2[CH:46]=[CH:45][CH:44]=[CH:43][CH:42]=2)[C:18]([C:20]2[C:28]3[C:23](=[CH:24][CH:25]=[CH:26][CH:27]=3)[N:22]([C:29]3[CH:38]=[C:37]([O:39][CH3:40])[CH:36]=[CH:35][C:30]=3[C:31]([OH:33])=[O:32])[CH:21]=2)=[O:19])=[CH:15][CH:16]=1)[C:4]1[CH:9]=[CH:8][CH:7]=[CH:6][CH:5]=1, predict the reactants needed to synthesize it. The reactants are: [OH-].[Na+].[CH2:3]([O:10][C:11]1[CH:16]=[CH:15][C:14]([N:17]([C:41]2[CH:46]=[CH:45][CH:44]=[CH:43][CH:42]=2)[C:18]([C:20]2[C:28]3[C:23](=[CH:24][CH:25]=[CH:26][CH:27]=3)[N:22]([C:29]3[CH:38]=[C:37]([O:39][CH3:40])[CH:36]=[CH:35][C:30]=3[C:31]([O:33]C)=[O:32])[CH:21]=2)=[O:19])=[CH:13][CH:12]=1)[C:4]1[CH:9]=[CH:8][CH:7]=[CH:6][CH:5]=1.Cl. (2) Given the product [N:1]1([CH2:6][CH2:7][O:8][C:9]2[CH:10]=[CH:11][C:12]([NH:15][C:16]3[N:17]=[CH:18][C:19]([NH:22][CH2:32][C:31]4[CH:34]=[C:35]([OH:38])[CH:36]=[CH:37][C:30]=4[Cl:29])=[CH:20][N:21]=3)=[CH:13][CH:14]=2)[CH2:5][CH2:4][CH2:3][CH2:2]1, predict the reactants needed to synthesize it. The reactants are: [N:1]1([CH2:6][CH2:7][O:8][C:9]2[CH:14]=[CH:13][C:12]([NH:15][C:16]3[N:21]=[CH:20][C:19]([NH2:22])=[CH:18][N:17]=3)=[CH:11][CH:10]=2)[CH2:5][CH2:4][CH2:3][CH2:2]1.C([O-])([O-])=O.[Cs+].[Cs+].[Cl:29][C:30]1[CH:37]=[CH:36][C:35]([O:38]C)=[CH:34][C:31]=1[CH2:32]Br.B(Br)(Br)Br.C(Cl)Cl.C([O-])(O)=O.[Na+]. (3) Given the product [C:1]([O:5][C:6](=[O:39])[NH:7][C@@H:8]([CH2:37][OH:38])[CH2:9][O:10][CH2:11][CH2:12][CH2:13][CH2:14][CH2:15][CH2:16][CH2:17][CH2:18][CH2:19][CH2:20][CH2:21][NH2:22])([CH3:4])([CH3:2])[CH3:3], predict the reactants needed to synthesize it. The reactants are: [C:1]([O:5][C:6](=[O:39])[NH:7][C@@H:8]([CH2:37][OH:38])[CH2:9][O:10][CH2:11][CH2:12][CH2:13][CH2:14][CH2:15][CH2:16][CH2:17][CH2:18][CH2:19][CH2:20][CH2:21][N:22](CC1C=CC=CC=1)CC1C=CC=CC=1)([CH3:4])([CH3:3])[CH3:2].C([O-])=O.[NH4+]. (4) The reactants are: [CH2:1]([C@H:3]1[N:12]([C:13](=[O:22])[C:14]2[CH:19]=[CH:18][C:17]([O:20]C)=[CH:16][CH:15]=2)[C:11]2[C:6](=[CH:7][CH:8]=[C:9]([F:23])[CH:10]=2)[N:5]([CH2:24][C:25]([F:28])([F:27])[F:26])[C:4]1=[O:29])[CH3:2].C([C@H]1N(C(=O)C2C=CC(O)=CC=2)C2C(=CC(F)=CC=2)N(C)C1=O)C. Given the product [CH2:1]([C@H:3]1[N:12]([C:13](=[O:22])[C:14]2[CH:15]=[CH:16][C:17]([OH:20])=[CH:18][CH:19]=2)[C:11]2[C:6](=[CH:7][CH:8]=[C:9]([F:23])[CH:10]=2)[N:5]([CH2:24][C:25]([F:27])([F:28])[F:26])[C:4]1=[O:29])[CH3:2], predict the reactants needed to synthesize it. (5) Given the product [ClH:1].[Cl:1][C:2]1[CH:3]=[CH:4][C:5]([O:6][C:7]2[CH:26]=[CH:25][C:10]([O:11][CH2:12][C@@H:13]3[CH2:18][CH2:17][CH2:16][CH2:15][N:14]3[CH2:19][C:20]3[O:24][N:23]=[CH:22][N:21]=3)=[CH:9][CH:8]=2)=[CH:27][CH:28]=1, predict the reactants needed to synthesize it. The reactants are: [Cl:1][C:2]1[CH:28]=[CH:27][C:5]([O:6][C:7]2[CH:26]=[CH:25][C:10]([O:11][CH2:12][C@@H:13]3[CH2:18][CH2:17][CH2:16][CH2:15][N:14]3[CH2:19][C:20]3[O:24][N:23]=[CH:22][N:21]=3)=[CH:9][CH:8]=2)=[CH:4][CH:3]=1.Cl. (6) Given the product [F:31][C:24]1[C:23]([CH3:32])=[C:22]([NH:11][C:10]2[N:6]([CH2:5][CH:4]([O:18][CH2:19][CH3:20])[O:3][CH2:1][CH3:2])[N:7]=[C:8]([C:12]3[CH:13]=[N:14][CH:15]=[CH:16][CH:17]=3)[CH:9]=2)[CH:27]=[C:26]([N+:28]([O-:30])=[O:29])[CH:25]=1, predict the reactants needed to synthesize it. The reactants are: [CH2:1]([O:3][CH:4]([O:18][CH2:19][CH3:20])[CH2:5][N:6]1[C:10]([NH2:11])=[CH:9][C:8]([C:12]2[CH:13]=[N:14][CH:15]=[CH:16][CH:17]=2)=[N:7]1)[CH3:2].Br[C:22]1[CH:27]=[C:26]([N+:28]([O-:30])=[O:29])[CH:25]=[C:24]([F:31])[C:23]=1[CH3:32]. (7) Given the product [Br:13][CH:4]([CH3:5])[C:3](=[O:6])[C:2]([S:8][CH2:9][C:10]([OH:12])=[O:11])([CH3:1])[CH3:7], predict the reactants needed to synthesize it. The reactants are: [CH3:1][C:2]([S:8][CH2:9][C:10]([OH:12])=[O:11])([CH3:7])[C:3](=[O:6])[CH2:4][CH3:5].[Br-:13].[Br-].[Br-].C1([N+](C)(C)C)C=CC=CC=1.C1([N+](C)(C)C)C=CC=CC=1.C1([N+](C)(C)C)C=CC=CC=1.O. (8) Given the product [F:33][C:26]1([F:34])[CH2:27][O:13][C:11]2=[CH:12][C:8]([C:5]3[CH:4]=[CH:3][C:2]([F:1])=[CH:7][CH:6]=3)=[N:9][N:10]2[CH2:25]1, predict the reactants needed to synthesize it. The reactants are: [F:1][C:2]1[CH:7]=[CH:6][C:5]([C:8]2[CH:12]=[C:11]([OH:13])[NH:10][N:9]=2)=[CH:4][CH:3]=1.C([O-])([O-])=O.[K+].[K+].CS(O[CH2:25][C:26]([F:34])([F:33])[CH2:27]OS(C)(=O)=O)(=O)=O. (9) Given the product [NH2:107][C:78]1[CH:79]=[C:80]([S:83]([N:86]2[C:92](=[O:93])[C@@H:91]([CH2:94][C:95]3[CH:100]=[C:99]([F:101])[CH:98]=[CH:97][C:96]=3[O:102][CH3:103])[CH2:90][NH:89][C:88](=[O:104])[C@H:87]2[CH2:105][CH3:106])(=[O:85])=[O:84])[CH:81]=[CH:82][C:77]=1[Cl:76], predict the reactants needed to synthesize it. The reactants are: ClC1C=CC(OC)=C(C=1)C[C@@H]1C(=O)N(S(C2C=CC(Cl)=CC=2)(=O)=O)[C@H](CCC(O)=O)C(=O)NC1.ClC1C=CC(OC)=C(C=1)/C=C1\CNC(=O)[C@@H](CCC(OCC2C=CC=CC=2)=O)N(S(C2C=CC(Cl)=CC=2)(=O)=O)C\1=O.[Cl:76][C:77]1[CH:82]=[CH:81][C:80]([S:83]([N:86]2[C:92](=[O:93])/[C:91](=[CH:94]/[C:95]3[CH:100]=[C:99]([F:101])[CH:98]=[CH:97][C:96]=3[O:102][CH3:103])/[CH2:90][NH:89][C:88](=[O:104])[C@H:87]2[CH2:105][CH3:106])(=[O:85])=[O:84])=[CH:79][C:78]=1[N+:107]([O-])=O. (10) The reactants are: [C:1]([C:3]1[CH:9]=[CH:8][C:6]([NH2:7])=[CH:5][CH:4]=1)#[CH:2].[CH:10](OCC)=[O:11]. Given the product [C:1]([C:3]1[CH:9]=[CH:8][C:6]([NH:7][CH:10]=[O:11])=[CH:5][CH:4]=1)#[CH:2], predict the reactants needed to synthesize it.